This data is from Blood-brain barrier permeability regression values from the B3DB database. The task is: Regression/Classification. Given a drug SMILES string, predict its absorption, distribution, metabolism, or excretion properties. Task type varies by dataset: regression for continuous measurements (e.g., permeability, clearance, half-life) or binary classification for categorical outcomes (e.g., BBB penetration, CYP inhibition). For this dataset (b3db_regression), we predict Y. (1) The drug is C1=CC(=CC=C1C2=COC3=C(C2=O)C=CC(=C3)O)O. The Y is -0.150 log(BB ratio). (2) The molecule is C(C(Cl)Cl)Cl. The Y is -0.100 log(BB ratio). (3) The compound is C1=CC=C2C=C(C=CC2=C1)C(=O)NC3=CC=CC(=C3)CN. The Y is 0.740 log(BB ratio). (4) The drug is C(=C(Cl)Cl)(Cl)Cl. The Y is 0.370 log(BB ratio). (5) The compound is C1[C@H](O[C@H](S1)CO)N2C=C(C(=NC2=O)N)F. The Y is -1.22 log(BB ratio). (6) The molecule is CN1C=NC2=C1C(=O)N(C(=O)N2C)C. The Y is -0.100 log(BB ratio). (7) The molecule is COC1=C(C=C(C=C1)OC(F)(F)F)CNC2CCCNC2C3=CC=CC=C3. The Y is 0.630 log(BB ratio). (8) The molecule is CC(C)(C1=CC=C(C=C1)C(CCCN2CCC(CC2)C(C3=CC=CC=C3)(C4=CC=CC=C4)O)O)C(=O)O. The Y is -1.00 log(BB ratio).